From a dataset of NCI-60 drug combinations with 297,098 pairs across 59 cell lines. Regression. Given two drug SMILES strings and cell line genomic features, predict the synergy score measuring deviation from expected non-interaction effect. Drug 1: CN(CCCl)CCCl.Cl. Drug 2: CC(C)CN1C=NC2=C1C3=CC=CC=C3N=C2N. Cell line: ACHN. Synergy scores: CSS=24.0, Synergy_ZIP=-1.30, Synergy_Bliss=-3.55, Synergy_Loewe=-4.18, Synergy_HSA=-2.91.